This data is from Peptide-MHC class I binding affinity with 185,985 pairs from IEDB/IMGT. The task is: Regression. Given a peptide amino acid sequence and an MHC pseudo amino acid sequence, predict their binding affinity value. This is MHC class I binding data. (1) The peptide sequence is LPQAKKDFF. The MHC is HLA-B08:01 with pseudo-sequence HLA-B08:01. The binding affinity (normalized) is 0. (2) The peptide sequence is IYDFYYLDY. The MHC is HLA-A68:02 with pseudo-sequence HLA-A68:02. The binding affinity (normalized) is 0.0847. (3) The peptide sequence is LSDLCNFLV. The binding affinity (normalized) is 0.0847. The MHC is HLA-A25:01 with pseudo-sequence HLA-A25:01.